From a dataset of Full USPTO retrosynthesis dataset with 1.9M reactions from patents (1976-2016). Predict the reactants needed to synthesize the given product. (1) Given the product [O:1]=[C:2]1[C:7]2[C:8]([C:16]3[CH:17]=[C:18]([C:21]#[N:23])[S:19][CH:20]=3)=[CH:9][N:10]([CH:11]([CH2:14][CH3:15])[CH2:12][CH3:13])[C:6]=2[CH:5]=[CH:4][NH:3]1, predict the reactants needed to synthesize it. The reactants are: [O:1]=[C:2]1[C:7]2[C:8]([C:16]3[CH:17]=[C:18]([C:21]([NH2:23])=O)[S:19][CH:20]=3)=[CH:9][N:10]([CH:11]([CH2:14][CH3:15])[CH2:12][CH3:13])[C:6]=2[CH:5]=[CH:4][NH:3]1.FC(F)(F)C(OC(=O)C(F)(F)F)=O. (2) Given the product [F:24][C:25]([F:30])([F:29])[C:26]([OH:28])=[O:27].[CH3:1][O:2][C:3]1[NH:11][C:10]2[C:5](=[N:6][C:7]([NH:13][CH2:14][CH2:15][O:16][CH3:17])=[N:8][C:9]=2[NH2:12])[N:4]=1, predict the reactants needed to synthesize it. The reactants are: [CH3:1][O:2][C:3]1[N:4](C2CCCCO2)[C:5]2[C:10]([N:11]=1)=[C:9]([NH2:12])[N:8]=[C:7]([NH:13][CH2:14][CH2:15][O:16][CH3:17])[N:6]=2.[F:24][C:25]([F:30])([F:29])[C:26]([OH:28])=[O:27].CO.C(Cl)(Cl)Cl. (3) Given the product [C:6]([CH2:7][CH2:8][N:9]([CH3:52])[S:10]([C:13]1[CH:14]=[C:15]([CH:49]=[CH:50][CH:51]=1)[C:16]([NH:18][C:19]1[S:20][C:21]2[CH2:48][CH2:47][CH2:46][CH2:45][C:22]=2[C:23]=1[C:24]([NH:26][C:27]1[CH:32]=[CH:31][C:30]([CH2:33][CH2:34][C:35]2[CH:36]=[CH:37][C:38]([C:39]([OH:41])=[O:40])=[CH:43][CH:44]=2)=[CH:29][CH:28]=1)=[O:25])=[O:17])(=[O:12])=[O:11])([OH:53])=[O:5], predict the reactants needed to synthesize it. The reactants are: C([O:5][C:6](=[O:53])[CH2:7][CH2:8][N:9]([CH3:52])[S:10]([C:13]1[CH:14]=[C:15]([CH:49]=[CH:50][CH:51]=1)[C:16]([NH:18][C:19]1[S:20][C:21]2[CH2:48][CH2:47][CH2:46][CH2:45][C:22]=2[C:23]=1[C:24]([NH:26][C:27]1[CH:32]=[CH:31][C:30]([CH2:33][CH2:34][C:35]2[CH:44]=[CH:43][C:38]([C:39]([O:41]C)=[O:40])=[CH:37][CH:36]=2)=[CH:29][CH:28]=1)=[O:25])=[O:17])(=[O:12])=[O:11])(C)(C)C.FC(F)(F)C(O)=O.ClCCl.[OH-].[Na+]. (4) Given the product [C:23]([O:22][C:20]([N:8]1[CH2:9][C@@H:10]([C:11]2[CH:16]=[CH:15][CH:14]=[C:13]([CH:17]([CH3:18])[CH3:19])[CH:12]=2)[C@@H:6]([CH2:4][OH:3])[CH2:7]1)=[O:21])([CH3:25])([CH3:26])[CH3:24], predict the reactants needed to synthesize it. The reactants are: C([O:3][C:4]([C@@H:6]1[C@H:10]([C:11]2[CH:16]=[CH:15][CH:14]=[C:13]([CH:17]([CH3:19])[CH3:18])[CH:12]=2)[CH2:9][N:8]([C:20]([O:22][C:23]([CH3:26])([CH3:25])[CH3:24])=[O:21])[CH2:7]1)=O)C.[H-].[H-].[H-].[H-].[Li+].[Al+3]. (5) Given the product [C:1]([C:5]1[N:10]=[C:9]([NH:11][C:12]2[CH:17]=[C:16]([NH:22][CH:23]([CH2:33][CH:34]([CH3:36])[CH3:35])[CH2:24][NH:25][C:26](=[O:32])[O:27][C:28]([CH3:29])([CH3:30])[CH3:31])[N:15]=[N:14][C:13]=2[C:19](=[O:20])[NH2:21])[CH:8]=[CH:7][CH:6]=1)([CH3:4])([CH3:3])[CH3:2], predict the reactants needed to synthesize it. The reactants are: [C:1]([C:5]1[N:10]=[C:9]([NH:11][C:12]2[CH:17]=[C:16](Cl)[N:15]=[N:14][C:13]=2[C:19]([NH2:21])=[O:20])[CH:8]=[CH:7][CH:6]=1)([CH3:4])([CH3:3])[CH3:2].[NH2:22][CH:23]([CH2:33][CH:34]([CH3:36])[CH3:35])[CH2:24][NH:25][C:26](=[O:32])[O:27][C:28]([CH3:31])([CH3:30])[CH3:29]. (6) The reactants are: [NH2:1][C:2]1[CH:7]=[CH:6][C:5]([C:8]2[C:16]3[C:11](=[N:12][CH:13]=[N:14][C:15]=3[NH2:17])[N:10]([CH:18]3[CH2:23][CH2:22][CH:21]([N:24]4[CH2:29][CH2:28][N:27]([CH3:30])[CH2:26][CH2:25]4)[CH2:20][CH2:19]3)[N:9]=2)=[CH:4][C:3]=1[O:31][CH3:32].C(=O)([O-])[O-].[K+].[K+].Cl[CH2:40][C:41](Cl)=[O:42].[NH2:44][C:45]1[CH:50]=[CH:49][CH:48]=[CH:47][CH:46]=1. Given the product [NH2:17][C:15]1[N:14]=[CH:13][N:12]=[C:11]2[N:10]([C@H:18]3[CH2:23][CH2:22][C@@H:21]([N:24]4[CH2:25][CH2:26][N:27]([CH3:30])[CH2:28][CH2:29]4)[CH2:20][CH2:19]3)[N:9]=[C:8]([C:5]3[CH:6]=[CH:7][C:2]([NH:1][C:41](=[O:42])[CH2:40][NH:44][C:45]4[CH:50]=[CH:49][CH:48]=[CH:47][CH:46]=4)=[C:3]([O:31][CH3:32])[CH:4]=3)[C:16]=12, predict the reactants needed to synthesize it.